This data is from Full USPTO retrosynthesis dataset with 1.9M reactions from patents (1976-2016). The task is: Predict the reactants needed to synthesize the given product. (1) Given the product [ClH:1].[ClH:1].[O:29]1[C:28]2=[CH:27][N:34]=[C:33]([CH2:35][NH:3][CH:4]3[CH2:5][CH2:6][N:7]([CH2:10][CH2:11][N:12]4[C:21]5[C:16](=[CH:17][CH:18]=[C:19]([F:22])[CH:20]=5)[N:15]=[CH:14][C:13]4=[O:23])[CH2:8][CH2:9]3)[CH:32]=[C:31]2[CH2:25][CH2:30]1, predict the reactants needed to synthesize it. The reactants are: [ClH:1].Cl.[NH2:3][CH:4]1[CH2:9][CH2:8][N:7]([CH2:10][CH2:11][N:12]2[C:21]3[C:16](=[CH:17][CH:18]=[C:19]([F:22])[CH:20]=3)[N:15]=[CH:14][C:13]2=[O:23])[CH2:6][CH2:5]1.O=[C:25]1[CH2:30][O:29][C:28]2[CH:31]=[CH:32][C:33]([CH:35]=O)=[N:34][C:27]=2N1.C(O[BH-](OC(=O)C)OC(=O)C)(=O)C.[Na+].C(=O)(O)[O-].[Na+]. (2) Given the product [Cl:1][C:2]1[CH:3]=[C:4]([NH:8][C:9]2[CH:14]=[C:13]([NH:15][CH:16]3[CH2:21][CH2:20][N:19]([CH2:33][CH:51]([CH3:52])[CH3:55])[CH2:18][CH2:17]3)[N:12]3[N:22]=[CH:23][C:24]([CH:25]=[C:26]4[NH:30][C:29](=[O:31])[NH:28][C:27]4=[O:32])=[C:11]3[N:10]=2)[CH:5]=[CH:6][CH:7]=1, predict the reactants needed to synthesize it. The reactants are: [Cl:1][C:2]1[CH:3]=[C:4]([NH:8][C:9]2[CH:14]=[C:13]([NH:15][CH:16]3[CH2:21][CH2:20][NH:19][CH2:18][CH2:17]3)[N:12]3[N:22]=[CH:23][C:24]([CH:25]=[C:26]4[NH:30][C:29](=[O:31])[NH:28][C:27]4=[O:32])=[C:11]3[N:10]=2)[CH:5]=[CH:6][CH:7]=1.[CH3:33]C(O)=O.C(O[BH-](OC(=O)C)OC(=O)C)(=O)C.[Na+].[CH2:51]1[CH2:55]OC[CH2:52]1. (3) Given the product [CH3:1][O:2][C:3]1[CH:4]=[C:5]2[C:9](=[CH:10][CH:11]=1)[NH:8][C:7](=[O:12])[CH2:6]2.[CH3:1][O:2][C:3]1[CH:4]=[C:5]2[C:9](=[CH:10][CH:11]=1)[NH:8][C:7](=[O:12])[C:6]2=[CH:18][C:14]1[NH:13][CH:17]=[CH:16][CH:15]=1, predict the reactants needed to synthesize it. The reactants are: [CH3:1][O:2][C:3]1[CH:4]=[C:5]2[C:9](=[CH:10][CH:11]=1)[NH:8][C:7](=[O:12])[CH2:6]2.[NH:13]1[CH:17]=[CH:16][CH:15]=[C:14]1[CH:18]=O.N1CCCCC1. (4) Given the product [C:9]([O:12][C:13]([NH:1][C:2]1([C:5]([OH:7])=[O:6])[CH2:4][CH2:3]1)=[O:14])([CH3:11])([CH3:10])[CH3:8], predict the reactants needed to synthesize it. The reactants are: [NH2:1][C:2]1([C:5]([OH:7])=[O:6])[CH2:4][CH2:3]1.[CH3:8][C:9]([O:12][C:13](O[C:13]([O:12][C:9]([CH3:11])([CH3:10])[CH3:8])=[O:14])=[O:14])([CH3:11])[CH3:10].C([O-])([O-])=O.[Na+].[Na+]. (5) Given the product [OH:27][C@@H:25]([CH3:26])[CH2:24][NH:23][C:9]([C@H:1]1[C:3]2([CH2:4][CH2:5][CH2:6][CH2:7][CH2:8]2)[CH2:2]1)=[O:11], predict the reactants needed to synthesize it. The reactants are: [C@H:1]1([C:9]([OH:11])=O)[C:3]2([CH2:8][CH2:7][CH2:6][CH2:5][CH2:4]2)[CH2:2]1.C1(C(O)=O)C2(CCCCC2)C1.[NH2:23][CH2:24][C@@H:25]([OH:27])[CH3:26].Cl.NCC(N)=O.